Task: Predict the reaction yield, written as a fraction of the theoretical maximum amount of product (1.0 means a 100% yield; for example, 0.34 means a 34% yield).. Dataset: Reaction yield outcomes from USPTO patents with 853,638 reactions The reactants are Cl[C:2]1[N:7]=[C:6]([NH:8][C:9]2[CH:20]=[CH:19][CH:18]=[CH:17][C:10]=2[C:11]([NH:13][CH:14]([CH3:16])[CH3:15])=[O:12])[C:5]([F:21])=[CH:4][N:3]=1.[NH2:22][C:23]1[CH:33]=[CH:32][C:26]([C:27]([O:29][CH2:30][CH3:31])=[O:28])=[CH:25][CH:24]=1.Cl. The catalyst is C(O)(C)C. The product is [F:21][C:5]1[C:6]([NH:8][C:9]2[CH:20]=[CH:19][CH:18]=[CH:17][C:10]=2[C:11]([NH:13][CH:14]([CH3:16])[CH3:15])=[O:12])=[N:7][C:2]([NH:22][C:23]2[CH:24]=[CH:25][C:26]([C:27]([O:29][CH2:30][CH3:31])=[O:28])=[CH:32][CH:33]=2)=[N:3][CH:4]=1. The yield is 0.770.